Dataset: Forward reaction prediction with 1.9M reactions from USPTO patents (1976-2016). Task: Predict the product of the given reaction. (1) Given the reactants [S:1]1[CH:5]=[CH:4][C:3]([C:6]([OH:8])=[O:7])=[CH:2]1.C([N-]C(C)C)(C)C.[Li+].CON(C)[C:20](=[O:24])[CH:21]([CH3:23])[CH3:22], predict the reaction product. The product is: [CH3:22][CH:21]([CH3:23])[C:20]([C:2]1[S:1][CH:5]=[CH:4][C:3]=1[C:6]([OH:8])=[O:7])=[O:24]. (2) Given the reactants I[C:2]1[CH:3]=[CH:4][CH:5]=[C:6]2[C:11]=1[N:10]=[CH:9][C:8]([S:12]([C:15]1[CH:20]=[CH:19][CH:18]=[CH:17][CH:16]=1)(=[O:14])=[O:13])=[CH:7]2.[C@H:21]12[CH2:27][C@H:24]([NH:25][CH2:26]1)[CH2:23][N:22]2[C:28]([OH:30])=[O:29].[CH3:31][C:32]([CH3:35])([O-])[CH3:33].[Na+], predict the reaction product. The product is: [C:32]([O:29][C:28]([N:22]1[CH2:23][C@@H:24]2[CH2:27][C@H:21]1[CH2:26][N:25]2[C:2]1[CH:3]=[CH:4][CH:5]=[C:6]2[C:11]=1[N:10]=[CH:9][C:8]([S:12]([C:15]1[CH:20]=[CH:19][CH:18]=[CH:17][CH:16]=1)(=[O:14])=[O:13])=[CH:7]2)=[O:30])([CH3:35])([CH3:33])[CH3:31]. (3) Given the reactants [Cl:1][C:2]1[N:7]=[C:6](Cl)[C:5]([C:9]([O:11][CH2:12][CH3:13])=[O:10])=[CH:4][N:3]=1.OC(C(F)(F)F)=O.[CH3:21][C:22]1[CH:23]=[C:24]([NH2:27])[S:25][CH:26]=1.CCN(C(C)C)C(C)C.O, predict the reaction product. The product is: [Cl:1][C:2]1[N:7]=[C:6]([NH:27][C:24]2[S:25][CH:26]=[C:22]([CH3:21])[CH:23]=2)[C:5]([C:9]([O:11][CH2:12][CH3:13])=[O:10])=[CH:4][N:3]=1. (4) The product is: [Si:3]([O:10][C@@H:11]1[C@H:15]([CH2:16][O:17][Si:18]([C:21]([CH3:24])([CH3:23])[CH3:22])([CH3:19])[CH3:20])[CH2:14][C@@H:13]([O:25][C:31]2[C:32]([F:33])=[C:27]([Cl:26])[N:28]=[CH:29][N:30]=2)[CH2:12]1)([C:6]([CH3:9])([CH3:8])[CH3:7])([CH3:5])[CH3:4]. Given the reactants [H-].[Na+].[Si:3]([O:10][C@@H:11]1[C@H:15]([CH2:16][O:17][Si:18]([C:21]([CH3:24])([CH3:23])[CH3:22])([CH3:20])[CH3:19])[CH2:14][C@@H:13]([OH:25])[CH2:12]1)([C:6]([CH3:9])([CH3:8])[CH3:7])([CH3:5])[CH3:4].[Cl:26][C:27]1[C:32]([F:33])=[C:31](Cl)[N:30]=[CH:29][N:28]=1, predict the reaction product. (5) Given the reactants Cl[C:2]1[CH:7]=[CH:6][N:5]2[N:8]=[CH:9][CH:10]=[C:4]2[N:3]=1.N#N.[CH3:13][N:14](C=O)C, predict the reaction product. The product is: [N:8]1[N:5]2[CH:6]=[CH:7][C:2]([C:13]#[N:14])=[N:3][C:4]2=[CH:10][CH:9]=1. (6) Given the reactants [O:1]=[C:2]1[CH2:6][CH2:5][CH2:4][N:3]1[CH2:7]CC#N.[OH-:11].[Na+].[O:13]1[CH2:18][CH2:17]OCC1, predict the reaction product. The product is: [O:1]=[C:2]1[CH2:6][CH2:5][CH2:4][N:3]1[CH2:7][CH2:17][C:18]([OH:13])=[O:11]. (7) Given the reactants [CH3:1][C:2]1[CH:10]=[CH:9][C:5]([C:6](O)=[O:7])=[CH:4][C:3]=1[C:11]1[NH:15][C:14]([C:16]2([CH3:20])[CH2:19][O:18][CH2:17]2)=[N:13][C:12]=1[CH3:21].CC1NC(C2C=C(C=CC=2C)C(O)=O)=C(C)N=1.Cl.[F:40][C:41]1([C:45]2[CH:52]=[CH:51][C:48]([C:49]#[N:50])=[CH:47][CH:46]=2)[CH2:44][NH:43][CH2:42]1.Cl.N1CC(C2C=CC(C#N)=CC=2)C1, predict the reaction product. The product is: [F:40][C:41]1([C:45]2[CH:46]=[CH:47][C:48]([C:49]#[N:50])=[CH:51][CH:52]=2)[CH2:42][N:43]([C:6](=[O:7])[C:5]2[CH:9]=[CH:10][C:2]([CH3:1])=[C:3]([C:11]3[NH:15][C:14]([C:16]4([CH3:20])[CH2:17][O:18][CH2:19]4)=[N:13][C:12]=3[CH3:21])[CH:4]=2)[CH2:44]1.